Dataset: Full USPTO retrosynthesis dataset with 1.9M reactions from patents (1976-2016). Task: Predict the reactants needed to synthesize the given product. (1) Given the product [CH3:6][N:8]1[CH2:13][CH2:12][CH:11]([O:14][C:15]2[CH:20]=[CH:19][C:18]([N+:21]([O-:23])=[O:22])=[CH:17][C:16]=2[C:24]([F:25])([F:26])[F:27])[CH2:10][CH2:9]1, predict the reactants needed to synthesize it. The reactants are: C(O[C:6]([N:8]1[CH2:13][CH2:12][CH:11]([O:14][C:15]2[CH:20]=[CH:19][C:18]([N+:21]([O-:23])=[O:22])=[CH:17][C:16]=2[C:24]([F:27])([F:26])[F:25])[CH2:10][CH2:9]1)=O)(C)(C)C.C=O.C(=O)([O-])O.[Na+]. (2) Given the product [C:5]([NH:4][CH2:3][CH2:2][NH:1][C:24]([C:23]1[CH:22]=[N:21][N:18]2[C:19]([CH3:20])=[C:14]([CH2:13][C:12]3[CH:28]=[CH:29][CH:30]=[C:10]([O:9][CH3:8])[CH:11]=3)[C:15]([CH3:27])=[N:16][C:17]=12)=[O:25])(=[O:7])[CH3:6], predict the reactants needed to synthesize it. The reactants are: [NH2:1][CH2:2][CH2:3][NH:4][C:5](=[O:7])[CH3:6].[CH3:8][O:9][C:10]1[CH:11]=[C:12]([CH:28]=[CH:29][CH:30]=1)[CH2:13][C:14]1[C:15]([CH3:27])=[N:16][C:17]2[N:18]([N:21]=[CH:22][C:23]=2[C:24](O)=[O:25])[C:19]=1[CH3:20].